Dataset: Forward reaction prediction with 1.9M reactions from USPTO patents (1976-2016). Task: Predict the product of the given reaction. (1) Given the reactants F[C:2]1[CH:11]=[CH:10][C:9]([N+:12]([O-:14])=[O:13])=[C:8]2[C:3]=1[CH2:4][CH2:5][N:6]([CH3:16])[C:7]2=[O:15].CS(CCO)(=O)=[O:19].[H-].[Na+], predict the reaction product. The product is: [OH:19][C:2]1[CH:11]=[CH:10][C:9]([N+:12]([O-:14])=[O:13])=[C:8]2[C:3]=1[CH2:4][CH2:5][N:6]([CH3:16])[C:7]2=[O:15]. (2) Given the reactants [N:1]1[CH:6]=[CH:5][CH:4]=[CH:3][C:2]=1[C:7]1[C:15]2[C:14]([C:16]3[CH:17]=[C:18]([NH:22][C:23](=[O:27])[C:24]([CH3:26])=[CH2:25])[CH:19]=[CH:20][CH:21]=3)=[N:13][CH:12]=[N:11][C:10]=2[N:9](COCC[Si](C)(C)C)[CH:8]=1.C(C(O)=O)(F)(F)F.C(N)CN.[OH-].[Na+], predict the reaction product. The product is: [N:1]1[CH:6]=[CH:5][CH:4]=[CH:3][C:2]=1[C:7]1[C:15]2[C:14]([C:16]3[CH:17]=[C:18]([NH:22][C:23](=[O:27])[C:24]([CH3:26])=[CH2:25])[CH:19]=[CH:20][CH:21]=3)=[N:13][CH:12]=[N:11][C:10]=2[NH:9][CH:8]=1. (3) Given the reactants CS(C)=O.[C:5](Cl)(=[O:9])[C:6](Cl)=[O:7].C(NCCCO)(O[CH2:14][C:15]1[CH:20]=[CH:19][CH:18]=[CH:17][CH:16]=1)=O.P([O-])(O)(O)=[O:27].[K+].[CH2:32]([N:34]([CH2:37]C)CC)C, predict the reaction product. The product is: [C:32](=[N:34][CH2:37][CH:5]([O:9][CH2:14][C:15]1[CH:20]=[CH:19][CH:18]=[CH:17][CH:16]=1)[CH:6]=[O:7])=[O:27]. (4) Given the reactants CN(C)C=O.Cl[C:7]1[CH:14]=[CH:13][C:10]([C:11]#[N:12])=[CH:9][C:8]=1[N+:15]([O-:17])=[O:16].[CH2:18](C([Sn])=C(CCCC)CCCC)[CH2:19]CC, predict the reaction product. The product is: [N+:15]([C:8]1[CH:9]=[C:10]([CH:13]=[CH:14][C:7]=1[CH:18]=[CH2:19])[C:11]#[N:12])([O-:17])=[O:16]. (5) Given the reactants Br[C:2]1[CH:3]=[C:4]2[C:8](=[CH:9][CH:10]=1)[C:7](=[O:11])[CH2:6][CH2:5]2.C([O-])([O-])=O.[K+].[K+].[C:18]1(C)C=CC=C[CH:19]=1, predict the reaction product. The product is: [CH:18]([C:2]1[CH:3]=[C:4]2[C:8](=[CH:9][CH:10]=1)[C:7](=[O:11])[CH2:6][CH2:5]2)=[CH2:19]. (6) Given the reactants Br[C:2]1[CH:14]=[CH:13][C:5]([CH2:6][N:7]2[CH2:12][CH2:11][O:10][CH2:9][CH2:8]2)=[CH:4][CH:3]=1.[F:15][C:16]([F:27])([F:26])[C:17]1[CH:22]=[CH:21][CH:20]=[CH:19][C:18]=1B(O)O.C(=O)([O-])[O-].[Na+].[Na+].C1(C)C=CC=CC=1, predict the reaction product. The product is: [F:15][C:16]([F:27])([F:26])[C:17]1[CH:22]=[CH:21][CH:20]=[CH:19][C:18]=1[C:2]1[CH:14]=[CH:13][C:5]([CH2:6][N:7]2[CH2:12][CH2:11][O:10][CH2:9][CH2:8]2)=[CH:4][CH:3]=1. (7) Given the reactants I[C:2]1[CH:7]=[CH:6][N:5]=[CH:4][C:3]=1[NH2:8].[F:9][C:10]1[C:15](B(O)O)=[CH:14][C:13]([Br:19])=[CH:12][N:11]=1.B(O)O, predict the reaction product. The product is: [Br:19][C:13]1[CH:14]=[C:15]([C:2]2[CH:7]=[CH:6][N:5]=[CH:4][C:3]=2[NH2:8])[C:10]([F:9])=[N:11][CH:12]=1.